This data is from TCR-epitope binding with 47,182 pairs between 192 epitopes and 23,139 TCRs. The task is: Binary Classification. Given a T-cell receptor sequence (or CDR3 region) and an epitope sequence, predict whether binding occurs between them. (1) The epitope is VTEHDTLLY. The TCR CDR3 sequence is CAWTSGGASEQYF. Result: 1 (the TCR binds to the epitope). (2) The epitope is FVRATATIPI. The TCR CDR3 sequence is CASSGTRQISGTEAFF. Result: 0 (the TCR does not bind to the epitope).